From a dataset of Catalyst prediction with 721,799 reactions and 888 catalyst types from USPTO. Predict which catalyst facilitates the given reaction. (1) Reactant: [Cl:1][C:2]1[CH:16]=[C:15]([CH:17]=[O:18])[C:14]([O:19][CH3:20])=[CH:13][C:3]=1[O:4][CH2:5][C:6]([O:8]C(C)(C)C)=[O:7].FC(F)(F)C(O)=O. Product: [Cl:1][C:2]1[CH:16]=[C:15]([CH:17]=[O:18])[C:14]([O:19][CH3:20])=[CH:13][C:3]=1[O:4][CH2:5][C:6]([OH:8])=[O:7]. The catalyst class is: 22. (2) Reactant: C([O:3][C:4]([CH2:6][C:7]1[C:16]2[C:11](=[CH:12][C:13]([OH:17])=[CH:14][CH:15]=2)[O:10][C:9](=[O:18])[CH:8]=1)=O)C.[NH3:19]. Product: [NH2:19][C:4]([CH2:6][C:7]1[C:16]2[C:11](=[CH:12][C:13]([OH:17])=[CH:14][CH:15]=2)[O:10][C:9](=[O:18])[CH:8]=1)=[O:3]. The catalyst class is: 5.